This data is from Forward reaction prediction with 1.9M reactions from USPTO patents (1976-2016). The task is: Predict the product of the given reaction. (1) Given the reactants N[C:2]1[CH:7]=[CH:6][C:5]([N:8]([C:13]2[C:32]([CH:33]3[CH2:35][CH2:34]3)=[CH:31][C:16]3[C:17]([C:27]([NH:29][CH3:30])=[O:28])=[C:18]([C:20]4[CH:25]=[CH:24][C:23]([F:26])=[CH:22][CH:21]=4)[O:19][C:15]=3[CH:14]=2)[S:9]([CH3:12])(=[O:11])=[O:10])=[CH:4][C:3]=1[Cl:36].[BrH:37].N([O-])=O.[Na+].S(=O)(O)[O-].[Na+], predict the reaction product. The product is: [Br:37][C:2]1[CH:7]=[CH:6][C:5]([N:8]([C:13]2[C:32]([CH:33]3[CH2:35][CH2:34]3)=[CH:31][C:16]3[C:17]([C:27]([NH:29][CH3:30])=[O:28])=[C:18]([C:20]4[CH:25]=[CH:24][C:23]([F:26])=[CH:22][CH:21]=4)[O:19][C:15]=3[CH:14]=2)[S:9]([CH3:12])(=[O:11])=[O:10])=[CH:4][C:3]=1[Cl:36]. (2) Given the reactants CN(C)S(N1C(S[C:12]2[CH:17]=[CH:16][CH:15]=[CH:14][CH:13]=2)=CN=C1[Si](C(C)(C)C)(C)C)(=O)=O.[Li]CCCC.[CH3:31][N:32]([CH3:50])[S:33]([N:36]1[C:40]([CH:41]=O)=[CH:39][N:38]=[C:37]1[Si:43]([C:46]([CH3:49])([CH3:48])[CH3:47])([CH3:45])[CH3:44])(=[O:35])=[O:34].C(OCC)(=O)C.CCCCCC, predict the reaction product. The product is: [CH:12]1([CH2:41][C:40]2[N:36]([S:33](=[O:35])(=[O:34])[N:32]([CH3:50])[CH3:31])[C:37]([Si:43]([C:46]([CH3:49])([CH3:48])[CH3:47])([CH3:45])[CH3:44])=[N:38][CH:39]=2)[CH2:17][CH2:16][CH2:15][CH2:14][CH2:13]1. (3) Given the reactants [CH3:1][N:2]([CH3:26])[CH2:3][CH:4]([C:6]([C:9]1[CH:10]=[C:11]([O:15][S:16]([C:19]2[CH:24]=[CH:23][C:22]([CH3:25])=[CH:21][CH:20]=2)(=[O:18])=[O:17])[CH:12]=[CH:13][CH:14]=1)=[CH:7][CH3:8])[CH3:5].Cl, predict the reaction product. The product is: [CH3:26][N:2]([CH3:1])[CH2:3][CH:4]([CH3:5])[CH:6]([C:9]1[CH:10]=[C:11]([O:15][S:16]([C:19]2[CH:20]=[CH:21][C:22]([CH3:25])=[CH:23][CH:24]=2)(=[O:17])=[O:18])[CH:12]=[CH:13][CH:14]=1)[CH2:7][CH3:8]. (4) The product is: [CH3:23][S:20]([O:12][CH2:11][C:8]1[S:7][C:6]([CH2:5][O:4][CH3:3])=[N:10][CH:9]=1)(=[O:22])=[O:21]. Given the reactants N#N.[CH3:3][O:4][CH2:5][C:6]1[S:7][C:8]([CH2:11][OH:12])=[CH:9][N:10]=1.CCN(CC)CC.[S:20](Cl)([CH3:23])(=[O:22])=[O:21], predict the reaction product. (5) Given the reactants [F:1][CH:2]([F:29])[O:3][C:4]1[CH:9]=[CH:8][C:7]([C:10]2[O:11][CH:12]=[C:13]([CH2:15][CH2:16][C:17]([C:19]3[CH:24]=[CH:23][CH:22]=[CH:21][C:20]=3[O:25][CH2:26][CH3:27])=[O:18])[N:14]=2)=[CH:6][C:5]=1[OH:28].Br[CH:31]([CH3:33])[CH3:32].C(=O)([O-])[O-].[K+].[K+].O, predict the reaction product. The product is: [F:29][CH:2]([F:1])[O:3][C:4]1[CH:9]=[CH:8][C:7]([C:10]2[O:11][CH:12]=[C:13]([CH2:15][CH2:16][C:17]([C:19]3[CH:24]=[CH:23][CH:22]=[CH:21][C:20]=3[O:25][CH2:26][CH3:27])=[O:18])[N:14]=2)=[CH:6][C:5]=1[O:28][CH:31]([CH3:33])[CH3:32]. (6) Given the reactants B(Br)(Br)Br.C[O:6][C:7]1[C:17]2[CH2:16][CH2:15][N:14]([C:18](=[O:23])[C:19]([F:22])([F:21])[F:20])[CH2:13][CH2:12][C:11]=2[CH:10]=[CH:9][CH:8]=1, predict the reaction product. The product is: [OH:6][C:7]1[C:17]2[CH2:16][CH2:15][N:14]([C:18](=[O:23])[C:19]([F:22])([F:20])[F:21])[CH2:13][CH2:12][C:11]=2[CH:10]=[CH:9][CH:8]=1. (7) Given the reactants C(OC(=O)[NH:7][C@H:8]1[CH2:13][CH2:12][C@@H:11]([CH3:14])[N:10]([C:15]([C:17]2[CH:39]=[C:38]([O:40][CH3:41])[C:20]3[N:21]([CH3:37])[C:22]([C:24]4[N:32]([CH2:33][CH:34]5[CH2:36][CH2:35]5)[C:27]5=[N:28][CH:29]=[CH:30][CH:31]=[C:26]5[CH:25]=4)=[N:23][C:19]=3[CH:18]=2)=[O:16])[CH2:9]1)(C)(C)C.C(O)(C(F)(F)F)=O, predict the reaction product. The product is: [NH2:7][C@@H:8]1[CH2:9][N:10]([C:15]([C:17]2[CH:39]=[C:38]([O:40][CH3:41])[C:20]3[N:21]([CH3:37])[C:22]([C:24]4[N:32]([CH2:33][CH:34]5[CH2:36][CH2:35]5)[C:27]5=[N:28][CH:29]=[CH:30][CH:31]=[C:26]5[CH:25]=4)=[N:23][C:19]=3[CH:18]=2)=[O:16])[C@H:11]([CH3:14])[CH2:12][CH2:13]1. (8) Given the reactants COCCN(S(F)(F)[F:11])CCOC.[Br:14][C:15]1[CH:16]=[CH:17][C:18]([Cl:24])=[C:19]([CH:21](O)[CH3:22])[CH:20]=1, predict the reaction product. The product is: [Br:14][C:15]1[CH:16]=[CH:17][C:18]([Cl:24])=[C:19]([CH:21]([F:11])[CH3:22])[CH:20]=1. (9) Given the reactants [O:1]1[C:5]2[CH2:6][CH2:7][O:8][CH2:9][C:4]=2[C:3]([C:10]([OH:12])=O)=[N:2]1.[NH2:13][C@@H:14]([CH3:31])[CH2:15][N:16]1[CH:20]=[CH:19][C:18]([C:21]2[CH:28]=[C:27]([F:29])[C:24]([C:25]#[N:26])=[C:23]([Cl:30])[CH:22]=2)=[N:17]1, predict the reaction product. The product is: [Cl:30][C:23]1[CH:22]=[C:21]([C:18]2[CH:19]=[CH:20][N:16]([CH2:15][C@@H:14]([NH:13][C:10]([C:3]3[C:4]4[CH2:9][O:8][CH2:7][CH2:6][C:5]=4[O:1][N:2]=3)=[O:12])[CH3:31])[N:17]=2)[CH:28]=[C:27]([F:29])[C:24]=1[C:25]#[N:26]. (10) The product is: [F:29][C:11]1[CH:12]=[C:13]([O:17][C@H:18]2[CH2:22][CH2:21][CH2:20][C@@H:19]2[C:23]2[CH:24]=[CH:25][CH:26]=[CH:27][CH:28]=2)[C:14]([F:16])=[CH:15][C:10]=1[S:7]([NH:6][C:30]1[S:34][N:33]=[CH:32][N:31]=1)(=[O:9])=[O:8]. Given the reactants COC1C=C(OC)C=CC=1C[N:6]([C:30]1[S:34][N:33]=[CH:32][N:31]=1)[S:7]([C:10]1[CH:15]=[C:14]([F:16])[C:13]([O:17][C@H:18]2[CH2:22][CH2:21][CH2:20][C@@H:19]2[C:23]2[CH:28]=[CH:27][CH:26]=[CH:25][CH:24]=2)=[CH:12][C:11]=1[F:29])(=[O:9])=[O:8].C([SiH](CC)CC)C.FC(F)(F)C(O)=O, predict the reaction product.